Dataset: Catalyst prediction with 721,799 reactions and 888 catalyst types from USPTO. Task: Predict which catalyst facilitates the given reaction. (1) Reactant: Br[C:2]1[CH:11]=[N:10][CH:9]=[C:8]2[C:3]=1[CH:4]=[C:5]([C:12]([NH2:14])=[O:13])[CH:6]=[N:7]2.[F:15][C:16]1[CH:17]=[C:18](B(O)O)[CH:19]=[C:20]([F:23])[C:21]=1[F:22].C(=O)([O-])[O-].[Cs+].[Cs+]. Product: [F:15][C:16]1[CH:17]=[C:18]([C:2]2[CH:11]=[N:10][CH:9]=[C:8]3[C:3]=2[CH:4]=[C:5]([C:12]([NH2:14])=[O:13])[CH:6]=[N:7]3)[CH:19]=[C:20]([F:23])[C:21]=1[F:22]. The catalyst class is: 688. (2) Reactant: [N+:1]([C:4]1[CH:9]=[C:8]([O:10][C:11]([F:14])([F:13])[F:12])[CH:7]=[CH:6][C:5]=1[OH:15])([O-])=O.S([O-])([O-])(=O)=S.[Na+].[Na+]. Product: [NH2:1][C:4]1[CH:9]=[C:8]([O:10][C:11]([F:12])([F:13])[F:14])[CH:7]=[CH:6][C:5]=1[OH:15]. The catalyst class is: 40. (3) Reactant: [F:1][C:2]1[CH:7]=[C:6]([S:8][CH3:9])[C:5]([C:10]([O:12]C)=[O:11])=[CH:4][C:3]=1[CH:14]1[CH2:19][CH2:18][N:17]([C:20]([O:22][CH2:23][C:24]2[CH:29]=[CH:28][CH:27]=[CH:26][CH:25]=2)=[O:21])[CH2:16][CH2:15]1.O.[Li+].[OH-]. Product: [F:1][C:2]1[CH:7]=[C:6]([S:8][CH3:9])[C:5]([C:10]([OH:12])=[O:11])=[CH:4][C:3]=1[CH:14]1[CH2:19][CH2:18][N:17]([C:20]([O:22][CH2:23][C:24]2[CH:25]=[CH:26][CH:27]=[CH:28][CH:29]=2)=[O:21])[CH2:16][CH2:15]1. The catalyst class is: 1. (4) Reactant: [Br:1][C:2]1[C:3]([C:8]([OH:10])=O)=[N:4][CH:5]=[CH:6][CH:7]=1.[NH:11]1[CH2:16][CH2:15][O:14][CH2:13][CH2:12]1.CCN=C=NCCCN(C)C.C1C=CC2N(O)N=NC=2C=1.C(N(CC)CC)C. Product: [Br:1][C:2]1[C:3]([C:8]([N:11]2[CH2:16][CH2:15][O:14][CH2:13][CH2:12]2)=[O:10])=[N:4][CH:5]=[CH:6][CH:7]=1. The catalyst class is: 136. (5) Reactant: [CH3:1][O:2][C:3](=[O:21])[CH2:4][C:5]1[CH:10]=[C:9]([OH:11])[CH:8]=[C:7]([O:12][CH2:13][C:14]2[CH:19]=[CH:18][C:17]([F:20])=[CH:16][CH:15]=2)[CH:6]=1.N1C=CC=CC=1.[F:28][C:29]([F:42])([F:41])[S:30](O[S:30]([C:29]([F:42])([F:41])[F:28])(=[O:32])=[O:31])(=[O:32])=[O:31]. Product: [CH3:1][O:2][C:3](=[O:21])[CH2:4][C:5]1[CH:10]=[C:9]([O:11][S:30]([C:29]([F:42])([F:41])[F:28])(=[O:32])=[O:31])[CH:8]=[C:7]([O:12][CH2:13][C:14]2[CH:15]=[CH:16][C:17]([F:20])=[CH:18][CH:19]=2)[CH:6]=1. The catalyst class is: 2. (6) Reactant: [CH2:1]([N:8]([CH2:22][C:23]1[CH:28]=[CH:27][CH:26]=[CH:25][CH:24]=1)[C@H:9]1[CH2:13][CH2:12][CH2:11][C@@H:10]1[NH:14][C:15](=O)OC(C)(C)C)[C:2]1[CH:7]=[CH:6][CH:5]=[CH:4][CH:3]=1.[H-].[Al+3].[Li+].[H-].[H-].[H-]. Product: [CH2:22]([N:8]([CH2:1][C:2]1[CH:7]=[CH:6][CH:5]=[CH:4][CH:3]=1)[C@H:9]1[CH2:13][CH2:12][CH2:11][C@@H:10]1[NH:14][CH3:15])[C:23]1[CH:24]=[CH:25][CH:26]=[CH:27][CH:28]=1. The catalyst class is: 1.